Dataset: Reaction yield outcomes from USPTO patents with 853,638 reactions. Task: Predict the reaction yield, written as a fraction of the theoretical maximum amount of product (1.0 means a 100% yield; for example, 0.34 means a 34% yield). (1) The reactants are [CH:1]([NH:4][C:5]([C@H:7]1[CH2:12][CH2:11][C@@H:10]([NH:13][C:14]2[CH:19]=[C:18]([CH2:20][N:21]3[CH2:26][CH2:25][CH2:24][CH2:23][CH2:22]3)[CH:17]=[CH:16][C:15]=2[N+:27]([O-])=O)[CH2:9][CH2:8]1)=[O:6])([CH3:3])[CH3:2].C([O-])=O.[NH4+]. The catalyst is [Pd].CCO. The product is [NH2:27][C:15]1[CH:16]=[CH:17][C:18]([CH2:20][N:21]2[CH2:22][CH2:23][CH2:24][CH2:25][CH2:26]2)=[CH:19][C:14]=1[NH:13][C@@H:10]1[CH2:11][CH2:12][C@H:7]([C:5]([NH:4][CH:1]([CH3:3])[CH3:2])=[O:6])[CH2:8][CH2:9]1. The yield is 0.910. (2) The reactants are [Cl:1][C:2]1[CH:3]=[CH:4][C:5]([OH:24])=[C:6]([CH:23]=1)[C:7]([NH:9][C:10]1[CH:15]=[CH:14][C:13]([C:16]2[CH:21]=[CH:20][N:19]=[CH:18][CH:17]=2)=[C:12]([F:22])[CH:11]=1)=[O:8]. The catalyst is [Pt](=O)=O.CO. The product is [ClH:1].[Cl:1][C:2]1[CH:3]=[CH:4][C:5]([OH:24])=[C:6]([CH:23]=1)[C:7]([NH:9][C:10]1[CH:15]=[CH:14][C:13]([CH:16]2[CH2:17][CH2:18][NH:19][CH2:20][CH2:21]2)=[C:12]([F:22])[CH:11]=1)=[O:8]. The yield is 0.180. (3) The reactants are N[C:2]1[CH:25]=[C:24]([C:26]([O:28][C:29]([CH3:32])([CH3:31])[CH3:30])=[O:27])[CH:23]=[CH:22][C:3]=1[O:4][C:5]1[C:14]([Cl:15])=[C:13]2[C:8]([CH:9]([C:16]([O:18][CH2:19][CH3:20])=[O:17])[CH2:10][CH2:11][O:12]2)=[CH:7][C:6]=1[Cl:21].N(OCC(C)C)=O.O. The catalyst is CN(C=O)C. The product is [C:29]([O:28][C:26]([C:24]1[CH:25]=[CH:2][C:3]([O:4][C:5]2[C:14]([Cl:15])=[C:13]3[C:8]([CH:9]([C:16]([O:18][CH2:19][CH3:20])=[O:17])[CH2:10][CH2:11][O:12]3)=[CH:7][C:6]=2[Cl:21])=[CH:22][CH:23]=1)=[O:27])([CH3:30])([CH3:31])[CH3:32]. The yield is 0.909. (4) The reactants are Br[C:2]1[CH:3]=[CH:4][C:5]([CH:8]([OH:11])[CH2:9][CH3:10])=[N:6][CH:7]=1.[C:12]([C:14]1[CH:19]=[CH:18][C:17](B(O)O)=[CH:16][CH:15]=1)#[N:13].C([O-])([O-])=O.[Na+].[Na+]. The catalyst is C1(C)C=CC=CC=1.C(O)C.C1C=CC([P]([Pd]([P](C2C=CC=CC=2)(C2C=CC=CC=2)C2C=CC=CC=2)([P](C2C=CC=CC=2)(C2C=CC=CC=2)C2C=CC=CC=2)[P](C2C=CC=CC=2)(C2C=CC=CC=2)C2C=CC=CC=2)(C2C=CC=CC=2)C2C=CC=CC=2)=CC=1. The product is [OH:11][CH:8]([C:5]1[N:6]=[CH:7][C:2]([C:17]2[CH:18]=[CH:19][C:14]([C:12]#[N:13])=[CH:15][CH:16]=2)=[CH:3][CH:4]=1)[CH2:9][CH3:10]. The yield is 0.455.